From a dataset of Retrosynthesis with 50K atom-mapped reactions and 10 reaction types from USPTO. Predict the reactants needed to synthesize the given product. (1) Given the product O=C1Nc2cccc(-c3cccc4c3oc3ccccc34)c2C12COc1cc3c(cc12)OCO3, predict the reactants needed to synthesize it. The reactants are: O=C1Nc2cccc(Br)c2C12COc1cc3c(cc12)OCO3.OB(O)c1cccc2c1oc1ccccc12. (2) Given the product O=C(Nc1ccc(-c2nc(-c3ccco3)no2)c(Cl)c1)OCC(Cl)(Cl)Cl, predict the reactants needed to synthesize it. The reactants are: Nc1ccc(-c2nc(-c3ccco3)no2)c(Cl)c1.O=C(Cl)OCC(Cl)(Cl)Cl. (3) Given the product CCOC(=O)c1cn(C2CC2)c2c(OC)c(NCCNc3ccccn3)c(F)c(N)c2c1=O, predict the reactants needed to synthesize it. The reactants are: CCO.COc1c(NCCNc2ccccn2)c(F)c(N)c2c(=O)c(C(=O)O)cn(C3CC3)c12.